From a dataset of NCI-60 drug combinations with 297,098 pairs across 59 cell lines. Regression. Given two drug SMILES strings and cell line genomic features, predict the synergy score measuring deviation from expected non-interaction effect. (1) Drug 1: C1=NC(=NC(=O)N1C2C(C(C(O2)CO)O)O)N. Drug 2: CC12CCC3C(C1CCC2OP(=O)(O)O)CCC4=C3C=CC(=C4)OC(=O)N(CCCl)CCCl.[Na+]. Cell line: K-562. Synergy scores: CSS=62.4, Synergy_ZIP=-6.75, Synergy_Bliss=-7.06, Synergy_Loewe=-3.38, Synergy_HSA=-1.47. (2) Drug 1: CC1=C2C(C(=O)C3(C(CC4C(C3C(C(C2(C)C)(CC1OC(=O)C(C(C5=CC=CC=C5)NC(=O)OC(C)(C)C)O)O)OC(=O)C6=CC=CC=C6)(CO4)OC(=O)C)O)C)O. Drug 2: CC1=C(C(=O)C2=C(C1=O)N3CC4C(C3(C2COC(=O)N)OC)N4)N. Cell line: SR. Synergy scores: CSS=71.4, Synergy_ZIP=0.0908, Synergy_Bliss=-0.0507, Synergy_Loewe=-0.566, Synergy_HSA=0.140. (3) Drug 1: B(C(CC(C)C)NC(=O)C(CC1=CC=CC=C1)NC(=O)C2=NC=CN=C2)(O)O. Drug 2: CC1C(C(CC(O1)OC2CC(CC3=C2C(=C4C(=C3O)C(=O)C5=C(C4=O)C(=CC=C5)OC)O)(C(=O)CO)O)N)O.Cl. Cell line: NCI-H522. Synergy scores: CSS=78.8, Synergy_ZIP=7.15, Synergy_Bliss=7.66, Synergy_Loewe=10.0, Synergy_HSA=11.1.